From a dataset of Catalyst prediction with 721,799 reactions and 888 catalyst types from USPTO. Predict which catalyst facilitates the given reaction. (1) Reactant: [C:1]1([C:7]2([C:12](OC)=[O:13])[CH2:11][CH:10]=[CH:9][CH2:8]2)[CH:6]=[CH:5][CH:4]=[CH:3][CH:2]=1.[H-].[Al+3].[Li+].[H-].[H-].[H-]. Product: [C:1]1([C:7]2([CH2:12][OH:13])[CH2:11][CH:10]=[CH:9][CH2:8]2)[CH:6]=[CH:5][CH:4]=[CH:3][CH:2]=1. The catalyst class is: 28. (2) Reactant: CON(C)[C:4]([C:6]1[O:7][C:8]2[CH:15]=[CH:14][C:13]([CH3:16])=[CH:12][C:9]=2[C:10]=1[CH3:11])=[O:5].[H-].[Al+3].[Li+].[H-].[H-].[H-].O. Product: [CH3:11][C:10]1[C:9]2[CH:12]=[C:13]([CH3:16])[CH:14]=[CH:15][C:8]=2[O:7][C:6]=1[CH:4]=[O:5]. The catalyst class is: 7. (3) Reactant: [CH:1]1([Mg]Br)[CH2:3][CH2:2]1.[N:6]([C:15]([O:17][C:18]([CH3:21])([CH3:20])[CH3:19])=[O:16])=[N:7][C:8]([O:10][C:11]([CH3:14])([CH3:13])[CH3:12])=[O:9]. Product: [CH:1]1([N:6]([C:15]([O:17][C:18]([CH3:21])([CH3:20])[CH3:19])=[O:16])[NH:7][C:8]([O:10][C:11]([CH3:12])([CH3:13])[CH3:14])=[O:9])[CH2:3][CH2:2]1. The catalyst class is: 1. (4) Reactant: BrB(Br)Br.[CH2:5]([N:9]1[C:13]([CH2:14][N:15]2[CH2:20][CH2:19][CH2:18][CH2:17][CH:16]2[C:21]2[CH:29]=[CH:28][C:24]([C:25]([NH2:27])=[O:26])=[C:23]([O:30]C)[CH:22]=2)=[C:12]([Cl:32])[N:11]=[C:10]1[C:33]1[C:38]([CH3:39])=[CH:37][CH:36]=[CH:35][C:34]=1[CH3:40])[CH2:6][CH2:7][CH3:8].O. Product: [CH2:5]([N:9]1[C:13]([CH2:14][N:15]2[CH2:20][CH2:19][CH2:18][CH2:17][CH:16]2[C:21]2[CH:29]=[CH:28][C:24]([C:25]([NH2:27])=[O:26])=[C:23]([OH:30])[CH:22]=2)=[C:12]([Cl:32])[N:11]=[C:10]1[C:33]1[C:38]([CH3:39])=[CH:37][CH:36]=[CH:35][C:34]=1[CH3:40])[CH2:6][CH2:7][CH3:8]. The catalyst class is: 4.